From a dataset of Catalyst prediction with 721,799 reactions and 888 catalyst types from USPTO. Predict which catalyst facilitates the given reaction. (1) The catalyst class is: 90. Reactant: [Si:1]([O:18][C@@H:19]1[CH2:35][C@H:34]2[C@@:22]([CH3:46])([C@@H:23]3[C@@H:31]([C@@H:32]([OH:37])[C@@H:33]2[OH:36])[C@H:30]2[C@@:26]([CH3:45])([C@@:27]([C:39]4[CH:44]=[CH:43][CH:42]=[CH:41][CH:40]=4)([OH:38])[CH2:28][CH2:29]2)[CH2:25][CH2:24]3)[CH2:21][CH2:20]1)([C:14]([CH3:17])([CH3:16])[CH3:15])([C:8]1[CH:13]=[CH:12][CH:11]=[CH:10][CH:9]=1)[C:2]1[CH:7]=[CH:6][CH:5]=[CH:4][CH:3]=1. Product: [Si:1]([O:18][C@H:19]1[CH2:20][CH2:21][C@@:22]([C@H:23]2[CH2:24][CH2:25][C@@:26]3([CH3:45])[C@@H:30]([CH2:29][CH2:28][C@@:27]3([OH:38])[C:39]3[CH:44]=[CH:43][CH:42]=[CH:41][CH:40]=3)[C@@H:31]2[CH:32]=[O:37])([CH3:46])[C@@H:34]([CH:33]=[O:36])[CH2:35]1)([C:14]([CH3:16])([CH3:15])[CH3:17])([C:2]1[CH:3]=[CH:4][CH:5]=[CH:6][CH:7]=1)[C:8]1[CH:13]=[CH:12][CH:11]=[CH:10][CH:9]=1. (2) Reactant: C([Mg]Cl)(C)C.C[O:7][CH2:8][C:9]1([C:22]([O:24][CH3:25])=O)[CH2:14][CH2:13][N:12]([C:15]([O:17][C:18]([CH3:21])([CH3:20])[CH3:19])=[O:16])[CH2:11][CH2:10]1.Cl.[CH3:27][NH:28][O:29][CH3:30]. Product: [CH3:25][O:24][CH2:22][C:9]1([C:8]([N:28]([O:29][CH3:30])[CH3:27])=[O:7])[CH2:14][CH2:13][N:12]([C:15]([O:17][C:18]([CH3:21])([CH3:20])[CH3:19])=[O:16])[CH2:11][CH2:10]1. The catalyst class is: 54. (3) Reactant: [OH:1][CH2:2][CH:3]1[CH2:21][O:20][C:6]2([CH2:9][N:8]([C:10]([O:12][CH2:13][C:14]3[CH:19]=[CH:18][CH:17]=[CH:16][CH:15]=3)=[O:11])[CH2:7]2)[O:5][CH2:4]1.C(Cl)Cl.[CH3:25][S:26](Cl)(=[O:28])=[O:27]. Product: [CH3:25][S:26]([O:1][CH2:2][CH:3]1[CH2:21][O:20][C:6]2([CH2:9][N:8]([C:10]([O:12][CH2:13][C:14]3[CH:15]=[CH:16][CH:17]=[CH:18][CH:19]=3)=[O:11])[CH2:7]2)[O:5][CH2:4]1)(=[O:28])=[O:27]. The catalyst class is: 25.